Predict the reactants needed to synthesize the given product. From a dataset of Full USPTO retrosynthesis dataset with 1.9M reactions from patents (1976-2016). (1) Given the product [Br-:20].[CH3:22][N:23]1[CH2:28][CH2:27][N:26]([C:8]2[CH:7]=[C:6]([C:2]([CH3:5])([CH3:4])[CH3:3])[C:19]3[C:10]([CH:9]=2)=[S+:11][C:12]2[C:17](=[CH:16][CH:15]=[C:14]([N:26]4[CH2:27][CH2:28][N:23]([CH3:22])[CH2:24][CH2:25]4)[CH:13]=2)[N:18]=3)[CH2:25][CH2:24]1, predict the reactants needed to synthesize it. The reactants are: [Br-].[C:2]([C:6]1[C:19]2[NH2+:18][C:17]3[C:12](=[CH:13][C:14]([Br:20])=[CH:15][CH:16]=3)[S:11][C:10]=2[CH:9]=[C:8](Br)[CH:7]=1)([CH3:5])([CH3:4])[CH3:3].[CH3:22][N:23]1[CH2:28][CH2:27][NH:26][CH2:25][CH2:24]1. (2) Given the product [Cl:9][C:10]1[CH:11]=[C:12]([CH:17]([N:19]2[CH2:24][CH2:23][O:22][C@@H:21]([CH2:25][NH:26][C:27]([NH:8][CH2:7][C:4]3[N:5]=[N:6][N:2]([CH3:1])[N:3]=3)=[O:28])[CH2:20]2)[CH3:18])[CH:13]=[CH:14][C:15]=1[Cl:16], predict the reactants needed to synthesize it. The reactants are: [CH3:1][N:2]1[N:6]=[N:5][C:4]([CH2:7][NH2:8])=[N:3]1.[Cl:9][C:10]1[CH:11]=[C:12]([CH:17]([N:19]2[CH2:24][CH2:23][O:22][C@@H:21]([CH2:25][NH:26][C:27](=O)[O:28]C3C=CC([N+]([O-])=O)=CC=3)[CH2:20]2)[CH3:18])[CH:13]=[CH:14][C:15]=1[Cl:16].